This data is from Forward reaction prediction with 1.9M reactions from USPTO patents (1976-2016). The task is: Predict the product of the given reaction. (1) Given the reactants [CH3:1][C:2]1[C:15]2[C:14]3[CH:13]=[CH:12][CH:11]=[CH:10][C:9]=3[C:8]3=[N:16][CH:17]=[CH:18][N:7]3[C:6]=2[CH:5]=[CH:4][CH:3]=1.[Br:19]N1C(=O)CCC1=O.O, predict the reaction product. The product is: [Br:19][C:18]1[N:7]2[C:6]3[CH:5]=[CH:4][CH:3]=[C:2]([CH3:1])[C:15]=3[C:14]3[CH:13]=[CH:12][CH:11]=[CH:10][C:9]=3[C:8]2=[N:16][CH:17]=1. (2) Given the reactants CC(C)(C)C([NH:5][C:6]1[C:11]([C:12]([C:14]2[CH:15]=[N:16][CH:17]=[CH:18][CH:19]=2)=[O:13])=[CH:10][CH:9]=[CH:8][N:7]=1)=O.[OH-].[Na+], predict the reaction product. The product is: [NH2:5][C:6]1[C:11]([C:12]([C:14]2[CH:15]=[N:16][CH:17]=[CH:18][CH:19]=2)=[O:13])=[CH:10][CH:9]=[CH:8][N:7]=1. (3) The product is: [CH3:10][O:9][C:5]1[N:4]=[C:3]([CH3:11])[C:2]([B:17]([OH:20])[OH:18])=[C:7]([CH3:8])[CH:6]=1. Given the reactants Br[C:2]1[C:3]([CH3:11])=[N:4][C:5]([O:9][CH3:10])=[CH:6][C:7]=1[CH3:8].C([Li])CCC.[B:17](OC)([O:20]C)[O:18]C.[Cl-].[NH4+], predict the reaction product.